Dataset: Drug-target binding data from BindingDB using IC50 measurements. Task: Regression. Given a target protein amino acid sequence and a drug SMILES string, predict the binding affinity score between them. We predict pIC50 (pIC50 = -log10(IC50 in M); higher means more potent). Dataset: bindingdb_ic50. (1) The drug is c1cc2cc(c1)Cn1cc[c+](c3ccccc31)NCc1ccc(cc1)CN[c+]1ccn(c3ccccc31)C2. The target protein (Q92952) has sequence MNSHSYNGSVGRPLGSGPGALGRDPPDPEAGHPPQPPHSPGLQVVVAKSEPARPSPGSPRGQPQDQDDDEDDEEDEAGRQRASGKPSNVGHRLGHRRALFEKRKRLSDYALIFGMFGIVVMVTETELSWGVYTKESLYSFALKCLISLSTAILLGLVVLYHAREIQLFMVDNGADDWRIAMTCERVFLISLELAVCAIHPVPGHYRFTWTARLAFTYAPSVAEADVDVLLSIPMFLRLYLLGRVMLLHSKIFTDASSRSIGALNKITFNTRFVMKTLMTICPGTVLLVFSISSWIIAAWTVRVCERYHDKQEVTSNFLGAMWLISITFLSIGYGDMVPHTYCGKGVCLLTGIMGAGCTALVVAVVARKLELTKAEKHVHNFMMDTQLTKRVKNAAANVLRETWLIYKHTRLVKKPDQARVRKHQRKFLQAIHQAQKLRSVKIEQGKLNDQANTLTDLAKTQTVMYDLVSELHAQHEELEARLATLESRLDALGASLQALP.... The pIC50 is 8.5. (2) The compound is CCN1CCCC1CNC(=O)c1ccc2c(c1)NC(=O)/C(=C/c1ccccc1Cl)S2. The target protein sequence is MNNYQNNYIYNEKTLDFINNDQDNDNLKYLKEYVYFTTTNQFDVRKRITVSLNLLANASSKIFLLNSKDKLDLWKNMLIKSYIEVNYNLYPATYLIDTSCTNENVNINNNNNNNNKNKNNYCYSNTTVISCGYENYTKYIEEIYDSKYALSLYSNSLNKEELLTIIIFGCSGDLAKKKIYPALFKLFCNNSLPKDLLIIGFARTVQDFDTFFDKIVIYLKRCLLCYEDWSISKKKDLLNGFKNRCRYFVGNYSSSESFENFNKYLTTIEEEEAKKKYYATCYKMNGSDYNISNNVAEDNISIDDENKTNEYFQMCTPKNCPDNVFSSNYNFPYVINSILYLALPPHIFISTLKKIIKKNCLNSKGTDKILLEKPFGNDLDSFKMLSKQILENFNEQQIYRIDHYLGKDMVSGLLKLKFTNTFLLSLMNRHFIKCIKITLKETKGVYGRGQYFDPYGIIRDVMQNHMLQLLTLITMEDPIDLNDESVKNEKIKILKSIPSI.... The pIC50 is 5.5. (3) The compound is O=C(NCCO)c1ccc(Sc2ccc([N+](=O)[O-])c3nonc23)cc1. The target protein (P09211) has sequence MPPYTVVYFPVRGRCAALRMLLADQGQSWKEEVVTVETWQEGSLKASCLYGQLPKFQDGDLTLYQSNTILRHLGRTLGLYGKDQQEAALVDMVNDGVEDLRCKYISLIYTNYEAGKDDYVKALPGQLKPFETLLSQNQGGKTFIVGDQISFADYNLLDLLLIHEVLAPGCLDAFPLLSAYVGRLSARPKLKAFLASPEYVNLPINGNGKQ. The pIC50 is 5.7. (4) The compound is Cc1[nH]c2ccccc2c1-c1ccnc(NC(CO)C(C)C)n1. The target protein (P19525) has sequence MAGDLSAGFFMEELNTYRQKQGVVLKYQELPNSGPPHDRRFTFQVIIDGREFPEGEGRSKKEAKNAAAKLAVEILNKEKKAVSPLLLTTTNSSEGLSMGNYIGLINRIAQKKRLTVNYEQCASGVHGPEGFHYKCKMGQKEYSIGTGSTKQEAKQLAAKLAYLQILSEETSVKSDYLSSGSFATTCESQSNSLVTSTLASESSSEGDFSADTSEINSNSDSLNSSSLLMNGLRNNQRKAKRSLAPRFDLPDMKETKYTVDKRFGMDFKEIELIGSGGFGQVFKAKHRIDGKTYVIKRVKYNNEKAEREVKALAKLDHVNIVHYNGCWDGFDYDPETSDDSLESSDYDPENSKNSSRSKTKCLFIQMEFCDKGTLEQWIEKRRGEKLDKVLALELFEQITKGVDYIHSKKLIHRDLKPSNIFLVDTKQVKIGDFGLVTSLKNDGKRTRSKGTLRYMSPEQISSQDYGKEVDLYALGLILAELLHVCDTAFETSKFFTDLRD.... The pIC50 is 4.3. (5) The drug is CCc1nc(C)c(CNc2cc(Cl)c3ncc(C#N)c(Nc4ccc(F)c(Cl)c4)c3c2)[nH]1. The target protein (P41279) has sequence MEYMSTGSDNKEEIDLLIKHLNVSDVIDIMENLYASEEPAVYEPSLMTMCQDSNQNDERSKSLLLSGQEVPWLSSVRYGTVEDLLAFANHISNTAKHFYGQRPQESGILLNMVITPQNGRYQIDSDVLLIPWKLTYRNIGSDFIPRGAFGKVYLAQDIKTKKRMACKLIPVDQFKPSDVEIQACFRHENIAELYGAVLWGETVHLFMEAGEGGSVLEKLESCGPMREFEIIWVTKHVLKGLDFLHSKKVIHHDIKPSNIVFMSTKAVLVDFGLSVQMTEDVYFPKDLRGTEIYMSPEVILCRGHSTKADIYSLGATLIHMQTGTPPWVKRYPRSAYPSYLYIIHKQAPPLEDIADDCSPGMRELIEASLERNPNHRPRAADLLKHEALNPPREDQPRCQSLDSALLERKRLLSRKELELPENIADSSCTGSTEESEMLKRQRSLYIDLGALAGYFNLVRGPPTLEYG. The pIC50 is 6.5.